From a dataset of Acute oral toxicity (LD50) regression data from Zhu et al.. Regression/Classification. Given a drug SMILES string, predict its toxicity properties. Task type varies by dataset: regression for continuous values (e.g., LD50, hERG inhibition percentage) or binary classification for toxic/non-toxic outcomes (e.g., AMES mutagenicity, cardiotoxicity, hepatotoxicity). Dataset: ld50_zhu. (1) The rat oral LD50 is 1.89, given as -log10 of the dose in mol/kg body weight (higher means more acutely toxic). The molecule is Cc1cccc2ccccc12. (2) The drug is C=C(Cl)COP(C)(=S)Oc1ccc([N+](=O)[O-])c(C(F)(F)F)c1. The rat oral LD50 is 3.27, given as -log10 of the dose in mol/kg body weight (higher means more acutely toxic). (3) The compound is CC(C)(COCC1CO1)COCC1CO1. The rat oral LD50 is 1.68, given as -log10 of the dose in mol/kg body weight (higher means more acutely toxic).